Dataset: Retrosynthesis with 50K atom-mapped reactions and 10 reaction types from USPTO. Task: Predict the reactants needed to synthesize the given product. (1) Given the product CC(=O)Nc1ccc(-c2ccc3cc(OCc4c(-c5c(Cl)cccc5Cl)noc4C(C)C)ccc3c2)cc1, predict the reactants needed to synthesize it. The reactants are: CC(=O)Nc1ccc(B(O)O)cc1.CC(C)c1onc(-c2c(Cl)cccc2Cl)c1COc1ccc2cc(Br)ccc2c1. (2) Given the product CC(C)(C)OC(=O)n1cc(-c2nn(C(c3ccccc3)(c3ccccc3)c3ccccc3)c3ccc(N)cc23)cn1, predict the reactants needed to synthesize it. The reactants are: CC(C)(C)OC(=O)n1cc(-c2nn(C(c3ccccc3)(c3ccccc3)c3ccccc3)c3ccc([N+](=O)[O-])cc23)cn1.